Task: Predict which catalyst facilitates the given reaction.. Dataset: Catalyst prediction with 721,799 reactions and 888 catalyst types from USPTO Reactant: CS(O[CH2:6][CH:7]([N:9]([C:11]1[NH:12][C:13](=[O:18])[N:14]=[C:15]([Cl:17])[CH:16]=1)[CH3:10])[CH3:8])(=O)=O.C([O-])([O-])=O.[K+].[K+]. Product: [Cl:17][C:15]1[CH:16]=[C:11]2[N:9]([CH3:10])[CH:7]([CH3:8])[CH2:6][N:12]2[C:13](=[O:18])[N:14]=1. The catalyst class is: 10.